From a dataset of NCI-60 drug combinations with 297,098 pairs across 59 cell lines. Regression. Given two drug SMILES strings and cell line genomic features, predict the synergy score measuring deviation from expected non-interaction effect. (1) Synergy scores: CSS=13.7, Synergy_ZIP=-2.51, Synergy_Bliss=0.933, Synergy_Loewe=-2.63, Synergy_HSA=-1.39. Cell line: OVCAR-5. Drug 1: C1=CC(=CC=C1CC(C(=O)O)N)N(CCCl)CCCl.Cl. Drug 2: CN(CC1=CN=C2C(=N1)C(=NC(=N2)N)N)C3=CC=C(C=C3)C(=O)NC(CCC(=O)O)C(=O)O. (2) Drug 2: C1CC(=O)NC(=O)C1N2C(=O)C3=CC=CC=C3C2=O. Cell line: UACC-257. Synergy scores: CSS=-4.38, Synergy_ZIP=3.09, Synergy_Bliss=0.204, Synergy_Loewe=-5.19, Synergy_HSA=-5.17. Drug 1: C#CCC(CC1=CN=C2C(=N1)C(=NC(=N2)N)N)C3=CC=C(C=C3)C(=O)NC(CCC(=O)O)C(=O)O.